From a dataset of Peptide-MHC class II binding affinity with 134,281 pairs from IEDB. Regression. Given a peptide amino acid sequence and an MHC pseudo amino acid sequence, predict their binding affinity value. This is MHC class II binding data. (1) The peptide sequence is GKAGCQTYKWETFLT. The MHC is DRB1_1001 with pseudo-sequence DRB1_1001. The binding affinity (normalized) is 0.360. (2) The peptide sequence is THGIRPVVSTQLLLY. The MHC is HLA-DQA10102-DQB10602 with pseudo-sequence HLA-DQA10102-DQB10602. The binding affinity (normalized) is 0.251. (3) The MHC is DRB1_0101 with pseudo-sequence DRB1_0101. The peptide sequence is NRQLYPEWTEAQRLD. The binding affinity (normalized) is 0.102. (4) The peptide sequence is ERFALNPSLLETTEGCQQI. The MHC is DRB4_0101 with pseudo-sequence DRB4_0103. The binding affinity (normalized) is 0.374.